This data is from Reaction yield outcomes from USPTO patents with 853,638 reactions. The task is: Predict the reaction yield, written as a fraction of the theoretical maximum amount of product (1.0 means a 100% yield; for example, 0.34 means a 34% yield). (1) The catalyst is C1COCC1. The reactants are C([Li])CCC.Br[C:7]1[CH:12]=[CH:11][C:10]([C:13]2[CH:18]=[CH:17][C:16]([C:19]([F:22])([F:21])[F:20])=[CH:15][CH:14]=2)=[CH:9][CH:8]=1.[F:23][C:24]([F:30])([F:29])[CH2:25][CH2:26][CH:27]=[O:28].[NH4+].[Cl-]. The product is [F:23][C:24]([F:30])([F:29])[CH2:25][CH2:26][CH:27]([C:7]1[CH:12]=[CH:11][C:10]([C:13]2[CH:18]=[CH:17][C:16]([C:19]([F:22])([F:21])[F:20])=[CH:15][CH:14]=2)=[CH:9][CH:8]=1)[OH:28]. The yield is 0.670. (2) The reactants are [F:1][C:2]1[CH:3]=[C:4]2[C:9](=[C:10](Br)[CH:11]=1)[N:8]=[CH:7][CH:6]=[CH:5]2.[CH:13]([O:15]CCCC)=[CH2:14].C1(P(C2C=CC=CC=2)CCCP(C2C=CC=CC=2)C2C=CC=CC=2)C=CC=CC=1.C(N(CC)CC)C. The catalyst is C(#N)C.C([O-])(=O)C.[Pd+2].C([O-])(=O)C. The product is [F:1][C:2]1[CH:3]=[C:4]2[C:9](=[C:10]([C:13](=[O:15])[CH3:14])[CH:11]=1)[N:8]=[CH:7][CH:6]=[CH:5]2. The yield is 0.710. (3) The reactants are [CH2:1]([C:3]([C:22]1[CH:35]=[CH:34][C:25]([O:26][CH2:27][C:28](=[O:33])[C:29]([CH3:32])([CH3:31])[CH3:30])=[C:24]([CH3:36])[CH:23]=1)([C:6]1[CH:11]=[CH:10][C:9](B2OC(C)(C)C(C)(C)O2)=[C:8]([CH3:21])[CH:7]=1)[CH2:4][CH3:5])[CH3:2].[CH3:37][O:38][C:39](=[O:48])[CH2:40][C:41]1[CH:42]=[N:43][CH:44]=[C:45](Br)[CH:46]=1.P([O-])([O-])([O-])=O.[K+].[K+].[K+]. The catalyst is CN(C)C=O. The product is [CH3:37][O:38][C:39](=[O:48])[CH2:40][C:41]1[CH:42]=[N:43][CH:44]=[C:45]([C:9]2[CH:10]=[CH:11][C:6]([C:3]([C:22]3[CH:35]=[CH:34][C:25]([O:26][CH2:27][C:28](=[O:33])[C:29]([CH3:30])([CH3:31])[CH3:32])=[C:24]([CH3:36])[CH:23]=3)([CH2:1][CH3:2])[CH2:4][CH3:5])=[CH:7][C:8]=2[CH3:21])[CH:46]=1. The yield is 0.830. (4) The reactants are [Cl:1][C:2]1[CH:3]=[C:4]([C:21]2[C:22]([C:27](O)=[O:28])=[CH:23][CH:24]=[CH:25][CH:26]=2)[CH:5]=[CH:6][C:7]=1[CH2:8][CH:9]1[CH2:13][CH2:12][N:11]([CH:14]2[CH2:19][CH2:18][CH2:17][CH2:16][CH2:15]2)[C:10]1=[O:20].CCN=C=NCCCN(C)C.Cl.C1C=CC2N(O)N=NC=2C=1.C(N(CC)CC)C.[CH3:59][N:60]1[CH2:65][CH2:64][NH:63][CH2:62][CH2:61]1. The catalyst is CN(C=O)C.O. The product is [ClH:1].[Cl:1][C:2]1[CH:3]=[C:4]([C:21]2[CH:26]=[CH:25][CH:24]=[CH:23][C:22]=2[C:27]([N:63]2[CH2:64][CH2:65][N:60]([CH3:59])[CH2:61][CH2:62]2)=[O:28])[CH:5]=[CH:6][C:7]=1[CH2:8][CH:9]1[CH2:13][CH2:12][N:11]([CH:14]2[CH2:15][CH2:16][CH2:17][CH2:18][CH2:19]2)[C:10]1=[O:20]. The yield is 0.630. (5) The reactants are CC1(C)[O:9][C:8](=[O:10])[C:5]2([CH2:7][CH2:6]2)[C:4](=[O:11])O1.[NH2:13][C:14]1[CH:19]=[CH:18][C:17]([C:20](=[O:22])[CH3:21])=[CH:16][CH:15]=1. The catalyst is C(O)C. The product is [C:20]([C:17]1[CH:18]=[CH:19][C:14]([N:13]2[CH2:6][CH2:7][CH:5]([C:8]([OH:9])=[O:10])[C:4]2=[O:11])=[CH:15][CH:16]=1)(=[O:22])[CH3:21]. The yield is 0.420. (6) The reactants are [NH2:1][C:2]1[CH:7]=[C:6]([Cl:8])[CH:5]=[CH:4][C:3]=1[S:9][CH2:10][C:11]1[CH:16]=[CH:15][N:14]=[C:13]([NH:17][C:18](=[O:24])[O:19][C:20]([CH3:23])([CH3:22])[CH3:21])[CH:12]=1.[O:25]1[C:29]2[CH:30]=[CH:31][CH:32]=[CH:33][C:28]=2[CH:27]=[C:26]1[S:34](Cl)(=[O:36])=[O:35]. The yield is 0.560. The product is [O:25]1[C:29]2[CH:30]=[CH:31][CH:32]=[CH:33][C:28]=2[CH:27]=[C:26]1[S:34]([NH:1][C:2]1[CH:7]=[C:6]([Cl:8])[CH:5]=[CH:4][C:3]=1[S:9][CH2:10][C:11]1[CH:16]=[CH:15][N:14]=[C:13]([NH:17][C:18](=[O:24])[O:19][C:20]([CH3:21])([CH3:23])[CH3:22])[CH:12]=1)(=[O:36])=[O:35]. The catalyst is N1C=CC=CC=1. (7) The reactants are [C:1]([C:4]1[N:9]=[C:8]([C:10]([O:12][CH3:13])=[O:11])[C:7]([O:14][CH3:15])=[C:6]([NH2:16])[CH:5]=1)(=[O:3])[CH3:2].[C:17](O[C:17]([O:19][C:20]([CH3:23])([CH3:22])[CH3:21])=[O:18])([O:19][C:20]([CH3:23])([CH3:22])[CH3:21])=[O:18]. The catalyst is ClCCCl.CN(C)C1C=CN=CC=1. The product is [C:1]([C:4]1[N:9]=[C:8]([C:10]([O:12][CH3:13])=[O:11])[C:7]([O:14][CH3:15])=[C:6]([N:16]([C:17]([O:19][C:20]([CH3:23])([CH3:22])[CH3:21])=[O:18])[C:17]([O:19][C:20]([CH3:23])([CH3:22])[CH3:21])=[O:18])[CH:5]=1)(=[O:3])[CH3:2]. The yield is 0.880. (8) The reactants are [Br:1][C:2]1[CH:3]=[CH:4][C:5]2[S:9](=[O:11])(=[O:10])[NH:8][C:7](=O)[C:6]=2[CH:13]=1.[CH:14](O)=O.C(N(CC)CC)C. The catalyst is CC1C=CC(C(C)C)=CC=1.CC1C=CC(S([N-][C@@H]([C@H](N)C2C=CC=CC=2)C2C=CC=CC=2)(=O)=O)=CC=1.Cl[Ru+]. The product is [Br:1][C:2]1[CH:3]=[CH:4][C:5]2[S:9](=[O:11])(=[O:10])[NH:8][C@H:7]([CH3:14])[C:6]=2[CH:13]=1. The yield is 0.400.